From a dataset of Full USPTO retrosynthesis dataset with 1.9M reactions from patents (1976-2016). Predict the reactants needed to synthesize the given product. (1) Given the product [OH:18][C:19]1[CH:27]=[C:26]2[C:22]([C:23]([C:34]([O:36][CH2:37][CH3:38])=[O:35])=[N:24][N:25]2[CH:28]2[CH2:33][CH2:32][CH2:31][CH2:30][O:29]2)=[CH:21][CH:20]=1, predict the reactants needed to synthesize it. The reactants are: [Si]([O:18][C:19]1[CH:27]=[C:26]2[C:22]([C:23]([C:34]([O-:36])=[O:35])=[N:24][N:25]2[CH:28]2[CH2:33][CH2:32][CH2:31][CH2:30][O:29]2)=[CH:21][CH:20]=1)(C(C)(C)C)(C1C=CC=CC=1)C1C=CC=CC=1.[CH3:37][CH2:38]CC[N+](CCCC)(CCCC)CCCC.[F-].C1COCC1.C(OCC)(=O)C. (2) The reactants are: Br[C:2]1[CH:7]=[CH:6][C:5]([C:8]2[N:9]([C:34]3[CH:39]=[CH:38][C:37]([Cl:40])=[CH:36][CH:35]=3)[C:10](=[O:33])[C:11]3[CH:16]=[N:15][N:14]([C:17]4[CH:22]=[CH:21][CH:20]=[C:19]([S:23]([N:26]5[C:30]([CH3:31])=[CH:29][CH:28]=[C:27]5[CH3:32])(=[O:25])=[O:24])[CH:18]=4)[C:12]=3[N:13]=2)=[CH:4][CH:3]=1.[B:41]1([B:41]2[O:45][C:44]([CH3:47])([CH3:46])[C:43]([CH3:49])([CH3:48])[O:42]2)[O:45][C:44]([CH3:47])([CH3:46])[C:43]([CH3:49])([CH3:48])[O:42]1.C([O-])(=O)C.[K+]. Given the product [Cl:40][C:37]1[CH:36]=[CH:35][C:34]([N:9]2[C:10](=[O:33])[C:11]3[CH:16]=[N:15][N:14]([C:17]4[CH:22]=[CH:21][CH:20]=[C:19]([S:23]([N:26]5[C:30]([CH3:31])=[CH:29][CH:28]=[C:27]5[CH3:32])(=[O:25])=[O:24])[CH:18]=4)[C:12]=3[N:13]=[C:8]2[C:5]2[CH:4]=[CH:3][C:2]([B:41]3[O:45][C:44]([CH3:47])([CH3:46])[C:43]([CH3:49])([CH3:48])[O:42]3)=[CH:7][CH:6]=2)=[CH:39][CH:38]=1, predict the reactants needed to synthesize it. (3) Given the product [CH2:1]([O:8][C:9]1[C:14]([CH3:15])=[C:13]([CH3:16])[C:12]([O:17][CH2:18][C:19]2[CH:24]=[CH:23][CH:22]=[CH:21][CH:20]=2)=[C:11]([CH3:25])[C:10]=1[CH2:26][CH2:27][CH2:28][CH:29]=[O:30])[C:2]1[CH:3]=[CH:4][CH:5]=[CH:6][CH:7]=1, predict the reactants needed to synthesize it. The reactants are: [CH2:1]([O:8][C:9]1[C:14]([CH3:15])=[C:13]([CH3:16])[C:12]([O:17][CH2:18][C:19]2[CH:24]=[CH:23][CH:22]=[CH:21][CH:20]=2)=[C:11]([CH3:25])[C:10]=1[CH2:26][CH2:27][CH2:28][CH2:29][OH:30])[C:2]1[CH:7]=[CH:6][CH:5]=[CH:4][CH:3]=1.CC(OI1(OC(C)=O)(OC(C)=O)OC(=O)C2C=CC=CC1=2)=O.C([O-])(O)=O.[Na+].CCOC(C)=O.